The task is: Predict the reaction yield, written as a fraction of the theoretical maximum amount of product (1.0 means a 100% yield; for example, 0.34 means a 34% yield).. This data is from Reaction yield outcomes from USPTO patents with 853,638 reactions. The reactants are [NH2:1][C:2]1[C:9]([O:10][CH3:11])=[C:8]([O:12][CH2:13][C:14]2[CH:19]=[CH:18][CH:17]=[CH:16][CH:15]=2)[CH:7]=[CH:6][C:3]=1[C:4]#[N:5].[S].[CH2:21](N)[CH2:22][NH2:23]. No catalyst specified. The product is [CH2:13]([O:12][C:8]1[C:9]([O:10][CH3:11])=[C:2]([C:3]([C:4]2[NH:23][CH2:22][CH2:21][N:5]=2)=[CH:6][CH:7]=1)[NH2:1])[C:14]1[CH:15]=[CH:16][CH:17]=[CH:18][CH:19]=1. The yield is 0.860.